This data is from Forward reaction prediction with 1.9M reactions from USPTO patents (1976-2016). The task is: Predict the product of the given reaction. (1) Given the reactants C(N1[CH:12]=[CH:11]N=C1)(N1C=CN=C1)=O.[CH2:13]([N:20]1[CH2:26][CH:25]2[CH:27]([OH:28])[CH:22]([CH2:23][CH2:24]2)[CH2:21]1)[C:14]1[CH:19]=[CH:18][CH:17]=[CH:16][CH:15]=1.[H-].[Na+].[OH2:31].CN(C)[CH:34]=[O:35], predict the reaction product. The product is: [CH:14]1[C:19]2[CH:11]([C:12]([O:28][CH:27]3[CH:25]4[CH2:24][CH2:23][CH:22]3[CH2:21][N:20]([CH2:13][C:14]3[CH:15]=[CH:16][CH:17]=[CH:18][CH:19]=3)[CH2:26]4)=[O:31])[C:25]3[C:34](=[CH:24][CH:23]=[CH:22][CH:27]=3)[O:35][C:18]=2[CH:17]=[CH:16][CH:15]=1. (2) Given the reactants [Cl:1][C:2]1[CH:3]=[C:4](I)[C:5]([OH:10])=[C:6]([CH:9]=1)[CH:7]=[O:8].[CH:12]#[C:13][CH2:14][CH3:15], predict the reaction product. The product is: [Cl:1][C:2]1[CH:9]=[C:6]([CH:7]=[O:8])[C:5]2[O:10][C:13]([CH2:14][CH3:15])=[CH:12][C:4]=2[CH:3]=1. (3) Given the reactants [CH:1]([C:3]1[C:11]2[C:10]([C:12]([O:14][CH3:15])=[O:13])=[CH:9][CH:8]=[CH:7][C:6]=2[NH:5][N:4]=1)=[O:2].[H-].[Na+].Br[CH2:19][C:20]1[CH:25]=[C:24]([Cl:26])[CH:23]=[CH:22][C:21]=1[O:27][CH2:28][C:29]1[CH:34]=[CH:33][C:32]([Cl:35])=[CH:31][C:30]=1[F:36].O, predict the reaction product. The product is: [Cl:26][C:24]1[CH:23]=[CH:22][C:21]([O:27][CH2:28][C:29]2[CH:34]=[CH:33][C:32]([Cl:35])=[CH:31][C:30]=2[F:36])=[C:20]([CH:25]=1)[CH2:19][N:5]1[C:6]2[CH:7]=[CH:8][CH:9]=[C:10]([C:12]([O:14][CH3:15])=[O:13])[C:11]=2[C:3]([CH:1]=[O:2])=[N:4]1. (4) The product is: [ClH:57].[CH3:37][O:38][C:39](=[O:58])[C@H:40]([NH:24][C:25]([O:27][CH2:28][C:29]1[CH:34]=[CH:33][CH:32]=[CH:31][CH:30]=1)=[O:26])[CH2:46][C:47]1[C:48]([CH2:56][Cl:57])=[C:49]2[C:53](=[CH:54][CH:55]=1)[NH:52][N:51]=[CH:50]2. Given the reactants Cl.COC(=O)[C@H]([NH:24][C:25]([O:27][CH2:28][C:29]1[CH:34]=[CH:33][CH:32]=[CH:31][CH:30]=1)=[O:26])CC1C=CC(NC(OC(C)(C)C)=O)=C(C)C=1CO.Cl.[CH3:37][O:38][C:39](=[O:58])[C@@H:40]([CH2:46][C:47]1[C:48]([CH2:56][Cl:57])=[C:49]2[C:53](=[CH:54][CH:55]=1)[NH:52][N:51]=[CH:50]2)CC(OC)=O, predict the reaction product. (5) Given the reactants [F:1][C:2]([F:7])([CH2:5][OH:6])[CH2:3][OH:4].[O:8]1[CH:13]=[CH:12][CH2:11][CH2:10][CH2:9]1.S([O-])(O)(=O)=O.[Na+].C(=O)([O-])[O-].[Na+].[Na+], predict the reaction product. The product is: [F:1][C:2]([F:7])([CH2:5][O:6][CH:9]1[CH2:10][CH2:11][CH2:12][CH2:13][O:8]1)[CH2:3][OH:4].